Predict which catalyst facilitates the given reaction. From a dataset of Catalyst prediction with 721,799 reactions and 888 catalyst types from USPTO. (1) Reactant: Cl.[CH3:2][C:3]([CH3:47])([CH2:45][CH3:46])[CH2:4][C:5]1[N:6]=[C:7]([CH2:29][CH:30]([C:32]2[CH:37]=[CH:36][C:35]([C:38]3[CH:43]=[CH:42][C:41]([F:44])=[CH:40][N:39]=3)=[CH:34][CH:33]=2)[NH2:31])[N:8](C(C2C=CC=CC=2)(C2C=CC=CC=2)C2C=CC=CC=2)[CH:9]=1. Product: [CH3:2][C:3]([CH3:47])([CH2:45][CH3:46])[CH2:4][C:5]1[N:6]=[C:7]([CH2:29][CH:30]([C:32]2[CH:37]=[CH:36][C:35]([C:38]3[CH:43]=[CH:42][C:41]([F:44])=[CH:40][N:39]=3)=[CH:34][CH:33]=2)[NH2:31])[NH:8][CH:9]=1. The catalyst class is: 5. (2) Reactant: COC1C=CC(C[NH:8][C:9]2[C:18]3[C:13](=[C:14]([NH:19][C:20]4[CH:25]=[CH:24][CH:23]=[C:22]([C:26]([F:29])([F:28])[F:27])[CH:21]=4)[CH:15]=[CH:16][CH:17]=3)[N:12]=[CH:11][CH:10]=2)=CC=1. Product: [F:29][C:26]([F:27])([F:28])[C:22]1[CH:21]=[C:20]([NH:19][C:14]2[CH:15]=[CH:16][CH:17]=[C:18]3[C:13]=2[N:12]=[CH:11][CH:10]=[C:9]3[NH2:8])[CH:25]=[CH:24][CH:23]=1. The catalyst class is: 67. (3) Reactant: [N:1]1[CH:6]=[CH:5][CH:4]=[C:3]([CH2:7][NH2:8])[CH:2]=1.[C:9]([C:13]1[CH:20]=[CH:19][C:16]([CH:17]=O)=[CH:15][CH:14]=1)([CH3:12])([CH3:11])[CH3:10].[BH3-]C#N.[Na+]. Product: [C:9]([C:13]1[CH:14]=[CH:15][C:16]([CH2:17][NH:8][CH2:7][C:3]2[CH:2]=[N:1][CH:6]=[CH:5][CH:4]=2)=[CH:19][CH:20]=1)([CH3:12])([CH3:10])[CH3:11]. The catalyst class is: 5.